From a dataset of Reaction yield outcomes from USPTO patents with 853,638 reactions. Predict the reaction yield, written as a fraction of the theoretical maximum amount of product (1.0 means a 100% yield; for example, 0.34 means a 34% yield). The reactants are Cl[C:2]1[CH:7]=[CH:6][N:5]=[C:4]2[C:8](=[C:18]3[CH2:23][CH2:22][N:21]([C:24]([NH:26][C:27]4[CH:28]=[N:29][CH:30]=[CH:31][CH:32]=4)=[O:25])[CH2:20][CH2:19]3)[C:9]3[CH:16]=[CH:15][C:14]([Cl:17])=[CH:13][C:10]=3[CH2:11][CH2:12][C:3]=12.[CH:33]1[CH:34]=[CH:35][C:36]2[N:41]([OH:42])[N:40]=[N:39][C:37]=2[CH:38]=1.[H-].[Na+]. The catalyst is CN(C=O)C. The product is [N:41]1([O:42][C:2]2[CH:7]=[CH:6][N:5]=[C:4]3[C:8](=[C:18]4[CH2:23][CH2:22][N:21]([C:24]([NH:26][C:27]5[CH:28]=[N:29][CH:30]=[CH:31][CH:32]=5)=[O:25])[CH2:20][CH2:19]4)[C:9]4[CH:16]=[CH:15][C:14]([Cl:17])=[CH:13][C:10]=4[CH2:11][CH2:12][C:3]=23)[C:36]2[CH:35]=[CH:34][CH:33]=[CH:38][C:37]=2[N:39]=[N:40]1. The yield is 0.870.